This data is from Reaction yield outcomes from USPTO patents with 853,638 reactions. The task is: Predict the reaction yield, written as a fraction of the theoretical maximum amount of product (1.0 means a 100% yield; for example, 0.34 means a 34% yield). The reactants are [C:1](=O)([O-])[O-].[K+].[K+].Br[CH2:8][C:9]([O:11][CH2:12][CH3:13])=[O:10].Cl.[C:15]([N:18]1[C:22]2[CH:23]=[CH:24][C:25]([Cl:27])=[CH:26][C:21]=2[S:20][CH:19]1[C:28]1[CH:33]=[C:32]([O:34][CH3:35])[CH:31]=[CH:30][C:29]=1[O:36][CH2:37][CH2:38][CH2:39][N:40]([CH2:44][CH2:45]OC)CCC)(=[O:17])[CH3:16].O. The catalyst is CN(C)C=O. The product is [ClH:27].[C:15]([N:18]1[C:22]2[CH:23]=[CH:24][C:25]([Cl:27])=[CH:26][C:21]=2[S:20][CH:19]1[C:28]1[CH:33]=[C:32]([O:34][CH3:35])[CH:31]=[CH:30][C:29]=1[O:36][CH2:37][CH2:38][CH2:39][N:40]([CH2:8][C:9]([O:11][CH2:12][CH3:13])=[O:10])[CH:44]([CH3:45])[CH3:1])(=[O:17])[CH3:16]. The yield is 0.900.